The task is: Predict hERG channel inhibition at various concentrations.. This data is from hERG Central: cardiac toxicity at 1µM, 10µM, and general inhibition. (1) The molecule is CN(C)CC/C=C1\c2ccccc2Sc2ccc(Cl)cc21.Cl. Results: hERG_inhib (hERG inhibition (general)): blocker. (2) The molecule is OC(CN1CCN(Cc2ccccc2)CC1)Cn1c2ccccc2c2ccccc21. Results: hERG_inhib (hERG inhibition (general)): blocker. (3) The molecule is CCOc1ccccc1NC(=O)C1CCCN(c2c(CC)c(C)nc3ncnn23)C1. Results: hERG_inhib (hERG inhibition (general)): blocker. (4) The drug is Cn1nc(C(=O)N2CCN(c3ccc(Cl)cc3)CC2)c2c1-c1ccccc1S(=O)(=O)C2. Results: hERG_inhib (hERG inhibition (general)): blocker. (5) Results: hERG_inhib (hERG inhibition (general)): blocker. The compound is CCc1ccc(CN2CCCC(CCC(=O)N3CCN(c4ccccn4)CC3)C2)o1. (6) The compound is Cc1cccn2c(=O)c3cc(C(=O)NCc4cccnc4)c(=N)n(CC4CCCO4)c3nc12. Results: hERG_inhib (hERG inhibition (general)): blocker.